This data is from Full USPTO retrosynthesis dataset with 1.9M reactions from patents (1976-2016). The task is: Predict the reactants needed to synthesize the given product. (1) Given the product [O:1]=[C:2]1[NH:7][N:6]=[CH:5][C:4]([C:8]([NH:10][C@@:11]2([C:16]([OH:18])=[O:17])[CH2:15][CH2:14][O:13][CH2:12]2)=[O:9])=[CH:3]1, predict the reactants needed to synthesize it. The reactants are: [O:1]=[C:2]1[NH:7][N:6]=[CH:5][C:4]([C:8]([NH:10][C@@:11]2([C:16]([O:18]CCCC)=[O:17])[CH2:15][CH2:14][O:13][CH2:12]2)=[O:9])=[CH:3]1. (2) Given the product [I:19][C:20]1[CH:21]=[CH:22][C:23]([N:26]2[C:34]3[C:29](=[C:30]([O:35][CH3:36])[CH:31]=[CH:32][CH:33]=3)[CH2:28][CH2:27]2)=[CH:24][CH:25]=1, predict the reactants needed to synthesize it. The reactants are: COC1C=CC=C2C=1C=CN2C1C=CC(N)=CC=1.[I:19][C:20]1[CH:25]=[CH:24][C:23]([N:26]2[C:34]3[C:29](=[C:30]([O:35][CH3:36])[CH:31]=[CH:32][CH:33]=3)[CH:28]=[CH:27]2)=[CH:22][CH:21]=1.[Na].